Dataset: Full USPTO retrosynthesis dataset with 1.9M reactions from patents (1976-2016). Task: Predict the reactants needed to synthesize the given product. (1) Given the product [N:26]1[C:25]2[NH:29][CH2:30][CH2:31][C:24]=2[C:23]([N:18]2[CH2:19][CH2:20][N:15]([CH:4]([C:5]3[CH:10]=[CH:9][C:8]([C:11]([F:13])([F:14])[F:12])=[CH:7][CH:6]=3)[CH2:3][N:2]([CH3:21])[CH3:1])[CH2:16][CH2:17]2)=[N:28][CH:27]=1, predict the reactants needed to synthesize it. The reactants are: [CH3:1][N:2]([CH3:21])[CH2:3][CH:4]([N:15]1[CH2:20][CH2:19][NH:18][CH2:17][CH2:16]1)[C:5]1[CH:10]=[CH:9][C:8]([C:11]([F:14])([F:13])[F:12])=[CH:7][CH:6]=1.Cl[C:23]1[C:24]2[CH2:31][CH2:30][NH:29][C:25]=2[N:26]=[CH:27][N:28]=1.C(=O)([O-])[O-].[K+].[K+].C(OCC)C.CCCCCC. (2) Given the product [NH2:3][CH2:2][CH2:1][NH:4][C:10](=[O:11])[O:9][C:5]([CH3:8])([CH3:7])[CH3:6], predict the reactants needed to synthesize it. The reactants are: [CH2:1]([NH2:4])[CH2:2][NH2:3].[C:5]([O:9][C:10](O[C:10]([O:9][C:5]([CH3:8])([CH3:7])[CH3:6])=[O:11])=[O:11])([CH3:8])([CH3:7])[CH3:6].C(N(CC)CC)C. (3) The reactants are: [N:1]([C:4]1[CH:9]=[CH:8][CH:7]=[CH:6][C:5]=1[CH3:10])=[C:2]=[O:3].[N:11]1[C:12]([C:20]([O:22][CH2:23][CH3:24])=[O:21])=[CH:13][N:14]2[CH2:19][CH2:18][NH:17][CH2:16][C:15]=12.CCN(C(C)C)C(C)C. Given the product [C:5]1([CH3:10])[CH:6]=[CH:7][CH:8]=[CH:9][C:4]=1[NH:1][C:2]([N:17]1[CH2:18][CH2:19][N:14]2[CH:13]=[C:12]([C:20]([O:22][CH2:23][CH3:24])=[O:21])[N:11]=[C:15]2[CH2:16]1)=[O:3], predict the reactants needed to synthesize it. (4) Given the product [NH:17]1[CH2:23][CH2:24][N:25]=[C:16]1[CH2:15][N:7]1[C:8]2[C:13](=[CH:12][CH:11]=[C:10]([CH3:14])[CH:9]=2)[C:5]([S:2]([CH3:1])(=[O:4])=[O:3])=[CH:6]1, predict the reactants needed to synthesize it. The reactants are: [CH3:1][S:2]([C:5]1[C:13]2[C:8](=[CH:9][C:10]([CH3:14])=[CH:11][CH:12]=2)[N:7]([CH2:15][C:16]#[N:17])[CH:6]=1)(=[O:4])=[O:3].CC1C=C2C([CH:23]=[CH:24][NH:25]2)=CC=1.C(N)CN.Cl. (5) Given the product [CH3:1][N:2]1[C:6]([C:7]2[CH:8]=[C:9]([NH:23][C:38](=[O:39])[C:37]3[CH:41]=[CH:42][CH:43]=[C:35]([C:34]([F:33])([F:44])[F:45])[CH:36]=3)[CH:10]=[CH:11][C:12]=2[O:13][CH2:14][CH2:15][N:16]2[CH2:22][CH2:21][CH2:20][O:19][CH2:18][CH2:17]2)=[CH:5][CH:4]=[N:3]1, predict the reactants needed to synthesize it. The reactants are: [CH3:1][N:2]1[C:6]([C:7]2[CH:8]=[C:9]([NH2:23])[CH:10]=[CH:11][C:12]=2[O:13][CH2:14][CH2:15][N:16]2[CH2:22][CH2:21][CH2:20][O:19][CH2:18][CH2:17]2)=[CH:5][CH:4]=[N:3]1.CCN(C(C)C)C(C)C.[F:33][C:34]([F:45])([F:44])[C:35]1[CH:36]=[C:37]([CH:41]=[CH:42][CH:43]=1)[C:38](Cl)=[O:39].